Dataset: Peptide-MHC class I binding affinity with 185,985 pairs from IEDB/IMGT. Task: Regression. Given a peptide amino acid sequence and an MHC pseudo amino acid sequence, predict their binding affinity value. This is MHC class I binding data. (1) The peptide sequence is ADYSVLYNST. The MHC is HLA-B40:01 with pseudo-sequence HLA-B40:01. The binding affinity (normalized) is 0. (2) The peptide sequence is KRASGDPYF. The MHC is HLA-B73:01 with pseudo-sequence HLA-B73:01. The binding affinity (normalized) is 0.0847. (3) The peptide sequence is LMTLYQIQV. The MHC is HLA-A02:01 with pseudo-sequence HLA-A02:01. The binding affinity (normalized) is 0.756. (4) The peptide sequence is FVAATGRPL. The MHC is HLA-B45:06 with pseudo-sequence HLA-B45:06. The binding affinity (normalized) is 0.213. (5) The peptide sequence is RRIFDLIEL. The MHC is HLA-B35:01 with pseudo-sequence HLA-B35:01. The binding affinity (normalized) is 0.0191. (6) The peptide sequence is QRNGRIDRY. The MHC is HLA-B18:01 with pseudo-sequence HLA-B18:01. The binding affinity (normalized) is 0.0847. (7) The peptide sequence is ATVGIMIGVL. The MHC is Mamu-A01 with pseudo-sequence Mamu-A01. The binding affinity (normalized) is 0.463. (8) The peptide sequence is ISPRTLNAW. The MHC is HLA-A31:01 with pseudo-sequence HLA-A31:01. The binding affinity (normalized) is 0. (9) The peptide sequence is YMKKRYEEF. The MHC is HLA-B08:02 with pseudo-sequence HLA-B08:02. The binding affinity (normalized) is 0.552. (10) The peptide sequence is FPAPRAETL. The MHC is HLA-B07:02 with pseudo-sequence HLA-B07:02. The binding affinity (normalized) is 0.778.